The task is: Regression/Classification. Given a drug SMILES string, predict its absorption, distribution, metabolism, or excretion properties. Task type varies by dataset: regression for continuous measurements (e.g., permeability, clearance, half-life) or binary classification for categorical outcomes (e.g., BBB penetration, CYP inhibition). Dataset: bioavailability_ma.. This data is from Oral bioavailability binary classification data from Ma et al.. The compound is CN(C)CCC=C1c2ccccc2C=Cc2ccccc21. The result is 1 (high bioavailability).